This data is from Reaction yield outcomes from USPTO patents with 853,638 reactions. The task is: Predict the reaction yield, written as a fraction of the theoretical maximum amount of product (1.0 means a 100% yield; for example, 0.34 means a 34% yield). (1) The reactants are [CH3:1][N:2]([CH3:15])[C:3]1[CH2:4][C:5]2[C:10]([CH:11]=1)=[CH:9][C:8]([N+:12]([O-:14])=[O:13])=[CH:7][CH:6]=2. The catalyst is CO.C1COCC1.[Pd]. The product is [CH3:1][N:2]([CH3:15])[CH:3]1[CH2:11][C:10]2[C:5](=[CH:6][CH:7]=[C:8]([N+:12]([O-:14])=[O:13])[CH:9]=2)[CH2:4]1. The yield is 0.820. (2) The reactants are [NH2:1][C:2]1[CH:3]([C:17]([O:19][CH3:20])=[O:18])[N:4]([CH3:16])[C:5]([C:8]2[CH:13]=[CH:12][CH:11]=[C:10]([CH2:14]O)[CH:9]=2)=[CH:6][N:7]=1.N1C=CC=CC=1.S(Cl)([Cl:29])=O. The catalyst is C1COCC1. The product is [NH2:1][C:2]1[CH:3]([C:17]([O:19][CH3:20])=[O:18])[N:4]([CH3:16])[C:5]([C:8]2[CH:13]=[CH:12][CH:11]=[C:10]([CH2:14][Cl:29])[CH:9]=2)=[CH:6][N:7]=1. The yield is 0.370. (3) The reactants are [N:1]([CH:4]1[CH2:10][CH2:9][CH2:8][CH2:7][CH2:6][CH:5]1[OH:11])=[N+]=[N-].C1C=CC(P(C2C=CC=CC=2)C2C=CC=CC=2)=CC=1. The catalyst is C1COCC1.O. The product is [NH2:1][CH:4]1[CH2:10][CH2:9][CH2:8][CH2:7][CH2:6][CH:5]1[OH:11]. The yield is 0.500. (4) The reactants are [CH3:1][O:2][C:3]([C:5]1[S:6][C:7]2[CH:8]([NH:20][CH:21]3[CH2:24][CH2:23][CH2:22]3)[CH2:9][O:10][C:11]3[CH:18]=[CH:17][C:16](Br)=[CH:15][C:12]=3[C:13]=2[N:14]=1)=[O:4].C1C=CC(P(C2C=CC=CC=2)C2C=CC=CC=2)=CC=1.[CH3:44][C:45]([OH:49])([C:47]#[CH:48])[CH3:46]. The catalyst is CN(C=O)C.CC([O-])=O.CC([O-])=O.[Pd+2].[Cu]I. The product is [CH3:1][O:2][C:3]([C:5]1[S:6][C:7]2[CH:8]([NH:20][CH:21]3[CH2:24][CH2:23][CH2:22]3)[CH2:9][O:10][C:11]3[CH:18]=[CH:17][C:16]([C:48]#[C:47][C:45]([OH:49])([CH3:46])[CH3:44])=[CH:15][C:12]=3[C:13]=2[N:14]=1)=[O:4]. The yield is 0.720. (5) The reactants are Cl.[CH3:2][C@:3]([C:7]([OH:9])=[O:8])([CH2:5][SH:6])[NH2:4].[OH:10][C:11]1[CH:18]=[C:17]([OH:19])[CH:16]=[CH:15][C:12]=1[C:13]#N.C(N(CC)CC)C.[OH-].[K+]. The catalyst is C(O)C.O. The product is [OH:10][C:11]1[CH:18]=[C:17]([OH:19])[CH:16]=[CH:15][C:12]=1[C:13]1[S:6][CH2:5][C@:3]([CH3:2])([C:7]([OH:9])=[O:8])[N:4]=1. The yield is 0.876. (6) The reactants are CC([O-])(C)C.[K+].CC1C=CC(S([CH2:17][N+:18]#[C-])(=O)=O)=CC=1.[CH2:20]([O:27][C:28]1[CH:35]=[CH:34][C:31]([CH:32]=O)=[CH:30][C:29]=1[Cl:36])[C:21]1[CH:26]=[CH:25][CH:24]=[CH:23][CH:22]=1.CO. The catalyst is C1COCC1.O. The product is [CH2:20]([O:27][C:28]1[CH:35]=[CH:34][C:31]([CH2:32][C:17]#[N:18])=[CH:30][C:29]=1[Cl:36])[C:21]1[CH:26]=[CH:25][CH:24]=[CH:23][CH:22]=1. The yield is 0.340.